Task: Binary Classification. Given a miRNA mature sequence and a target amino acid sequence, predict their likelihood of interaction.. Dataset: Experimentally validated miRNA-target interactions with 360,000+ pairs, plus equal number of negative samples (1) The miRNA is hsa-miR-3191-5p with sequence CUCUCUGGCCGUCUACCUUCCA. The protein sequence of the target gene is MAEEVVVVAKFDYVAQQEQELDIKKNERLWLLDDSKSWWRVRNSMNKTGFVPSNYVERKNSARKASIVKNLKDTLGIGKVKRKPSVPDSASPADDSFVDPGERLYDLNMPAYVKFNYMAEREDELSLIKGTKVIVMEKCSDGWWRGSYNGQVGWFPSNYVTEEGDSPLGDHVGSLSEKLAAVVNNLNTGQVLHVVQALYPFSSSNDEELNFEKGDVMDVIEKPENDPEWWKCRKINGMVGLVPKNYVTVMQNNPLTSGLEPSPPQCDYIRPSLTGKFAGNPWYYGKVTRHQAEMALNERG.... Result: 1 (interaction). (2) The miRNA is hsa-miR-206 with sequence UGGAAUGUAAGGAAGUGUGUGG. The protein sequence of the target gene is MKILVALAVFFLVSTQLFAEEIGANDDLNYWSDWYDSDQIKEELPEPFEHLLQRIARRPKPQQFFGLMGKRDADSSIEKQVALLKALYGHGQISHKRHKTDSFVGLMGKRALNSVAYERSAMQNYERRR. Result: 1 (interaction).